Dataset: Full USPTO retrosynthesis dataset with 1.9M reactions from patents (1976-2016). Task: Predict the reactants needed to synthesize the given product. (1) Given the product [N:24]1([CH2:23][CH2:22][NH:21][C:3](=[C:6]([C:9]#[N:10])[C:7]#[N:8])[NH:20][CH2:19][CH2:18][CH2:17][N:11]2[CH2:16][CH2:15][CH2:14][CH2:13][CH2:12]2)[CH2:29][CH2:28][CH2:27][CH2:26][CH2:25]1, predict the reactants needed to synthesize it. The reactants are: CS[C:3](=[C:6]([C:9]#[N:10])[C:7]#[N:8])SC.[N:11]1([CH2:17][CH2:18][CH2:19][NH2:20])[CH2:16][CH2:15][CH2:14][CH2:13][CH2:12]1.[NH2:21][CH2:22][CH2:23][N:24]1[CH2:29][CH2:28][CH2:27][CH2:26][CH2:25]1.Cl.C(=O)([O-])O.[Na+]. (2) Given the product [CH3:28][NH:27][C:25]([CH2:21][NH:15][C:13]([C:9]1[CH:8]=[C:7]([O:6][C:5]2[CH:16]=[CH:17][C:2]([NH2:1])=[CH:3][CH:4]=2)[CH:12]=[CH:11][N:10]=1)=[O:14])=[O:26], predict the reactants needed to synthesize it. The reactants are: [NH2:1][C:2]1[CH:17]=[CH:16][C:5]([O:6][C:7]2[CH:12]=[CH:11][N:10]=[C:9]([C:13]([NH2:15])=[O:14])[CH:8]=2)=[CH:4][CH:3]=1.ClC1C=CN=[C:21]([C:25]([NH:27][CH3:28])=[O:26])C=1. (3) Given the product [OH:8][N:9]1[C:15](=[O:16])[N:14]2[CH2:17][C@H:10]1[CH2:11][CH2:12][C@H:13]2[C:18]([NH:20][O:21][CH2:22][CH:23]1[CH2:29][N:28]([C:30]([O:32][C:33]([CH3:36])([CH3:35])[CH3:34])=[O:31])[CH2:27][CH2:26][CH2:25][O:24]1)=[O:19], predict the reactants needed to synthesize it. The reactants are: C([O:8][N:9]1[C:15](=[O:16])[N:14]2[CH2:17][C@H:10]1[CH2:11][CH2:12][C@H:13]2[C:18]([NH:20][O:21][CH2:22][CH:23]1[CH2:29][N:28]([C:30]([O:32][C:33]([CH3:36])([CH3:35])[CH3:34])=[O:31])[CH2:27][CH2:26][CH2:25][O:24]1)=[O:19])C1C=CC=CC=1.[H][H]. (4) The reactants are: [CH2:1]([Li])CCC.[CH:6]([CH:8]1[CH2:10][CH:9]1[C:11]1[C:19]2[C:14](=[CH:15][CH:16]=[C:17]([C:20]#[N:21])[CH:18]=2)[N:13]([S:22]([C:25]2[CH:30]=[CH:29][C:28]([CH3:31])=[CH:27][CH:26]=2)(=[O:24])=[O:23])[CH:12]=1)=O. Given the product [C:28]1([CH3:31])[CH:27]=[CH:26][C:25]([S:22]([N:13]2[C:14]3[C:19](=[CH:18][C:17]([C:20]#[N:21])=[CH:16][CH:15]=3)[C:11]([CH:9]3[CH2:10][CH:8]3[CH:6]=[CH2:1])=[CH:12]2)(=[O:23])=[O:24])=[CH:30][CH:29]=1, predict the reactants needed to synthesize it. (5) Given the product [CH3:1][C@:2]1([NH:15][C:16](=[O:22])[O:17][C:18]([CH3:21])([CH3:20])[CH3:19])[CH2:6][CH2:5][NH:4][CH2:3]1, predict the reactants needed to synthesize it. The reactants are: [CH3:1][C@:2]1([NH:15][C:16](=[O:22])[O:17][C:18]([CH3:21])([CH3:20])[CH3:19])[CH2:6][CH2:5][N:4]([C@@H](C2C=CC=CC=2)C)[CH2:3]1.